This data is from Forward reaction prediction with 1.9M reactions from USPTO patents (1976-2016). The task is: Predict the product of the given reaction. (1) Given the reactants Cl.C(OCC)(=O)C.[CH3:8][C:9]1[CH:14]=[C:13]([CH3:15])[CH:12]=[CH:11][C:10]=1[C:16]1[C:17]2[N:18]([C:23]([NH:28]C(=O)OC(C)(C)C)=[C:24]([CH2:26][CH3:27])[N:25]=2)[N:19]=[C:20]([CH3:22])[CH:21]=1.[OH-].[Na+], predict the reaction product. The product is: [CH3:8][C:9]1[CH:14]=[C:13]([CH3:15])[CH:12]=[CH:11][C:10]=1[C:16]1[C:17]2[N:18]([C:23]([NH2:28])=[C:24]([CH2:26][CH3:27])[N:25]=2)[N:19]=[C:20]([CH3:22])[CH:21]=1. (2) Given the reactants [Br:1][C:2]1[CH:7]=[CH:6][C:5]([O:8][Si:9]([C:22]([CH3:25])([CH3:24])[CH3:23])([C:16]2[CH:21]=[CH:20][CH:19]=[CH:18][CH:17]=2)[C:10]2[CH:15]=[CH:14][CH:13]=[CH:12][CH:11]=2)=[CH:4][C:3]=1[CH2:26][OH:27].C(N(CC)C(C)C)(C)C.[CH3:37][S:38](O[S:38]([CH3:37])(=[O:40])=[O:39])(=[O:40])=[O:39].C(=O)(O)[O-].[Na+], predict the reaction product. The product is: [Br:1][C:2]1[CH:7]=[CH:6][C:5]([O:8][Si:9]([C:22]([CH3:23])([CH3:24])[CH3:25])([C:10]2[CH:15]=[CH:14][CH:13]=[CH:12][CH:11]=2)[C:16]2[CH:17]=[CH:18][CH:19]=[CH:20][CH:21]=2)=[CH:4][C:3]=1[CH2:26][O:27][S:38]([CH3:37])(=[O:40])=[O:39]. (3) Given the reactants [CH2:1](OC(OCC)OCC)C.[NH2:11][C:12]1[CH:33]=[C:32]([N:34]2[CH2:39][CH2:38][N:37]([CH3:40])[CH2:36][CH2:35]2)[CH:31]=[CH:30][C:13]=1[C:14]([NH:16][C:17]1[CH:22]=[C:21]([C:23]([NH:25][CH:26]2[CH2:28][CH2:27]2)=[O:24])[CH:20]=[CH:19][C:18]=1[CH3:29])=[O:15].Cl.C(=O)(O)[O-].[Na+], predict the reaction product. The product is: [CH:26]1([NH:25][C:23](=[O:24])[C:21]2[CH:20]=[CH:19][C:18]([CH3:29])=[C:17]([N:16]3[C:14](=[O:15])[C:13]4[C:12](=[CH:33][C:32]([N:34]5[CH2:35][CH2:36][N:37]([CH3:40])[CH2:38][CH2:39]5)=[CH:31][CH:30]=4)[N:11]=[CH:1]3)[CH:22]=2)[CH2:28][CH2:27]1. (4) The product is: [CH:21]1([C:19]([N:5]2[C:4]3[C:9](=[CH:10][CH:11]=[C:2]([C:35]4[CH:34]=[N:33][N:32]([CH:49]5[CH2:48][CH2:38]5)[CH:36]=4)[CH:3]=3)[NH:8][C@@H:7]([CH3:18])[CH2:6]2)=[O:20])[CH2:22][CH2:23]1. Given the reactants Br[C:2]1[CH:3]=[C:4]2[C:9](=[CH:10][CH:11]=1)[N:8](C(=O)C(F)(F)F)[C@@H:7]([CH3:18])[CH2:6][N:5]2[C:19]([CH:21]1[CH2:23][CH2:22]1)=[O:20].CC1(C)C(C)(C)OB([N:32]2[CH:36]=[CH:35][CH:34]=[N:33]2)O1.[C:38](=O)([O-])[O-].[Cs+].[Cs+].O1[CH2:49][CH2:48]OCC1, predict the reaction product. (5) The product is: [N:3]1([C:18]([O:20][CH2:21][C:22]2[CH:27]=[CH:26][CH:25]=[CH:24][CH:23]=2)=[O:19])[CH2:8][CH2:7][CH:6]([CH:9]2[CH2:14][CH2:13][NH:12][CH2:11][CH2:10]2)[CH2:5][CH2:4]1. Given the reactants Cl.Cl.[NH:3]1[CH2:8][CH2:7][CH:6]([CH:9]2[CH2:14][CH2:13][NH:12][CH2:11][CH2:10]2)[CH2:5][CH2:4]1.CO.Cl[C:18]([O:20][CH2:21][C:22]1[CH:27]=[CH:26][CH:25]=[CH:24][CH:23]=1)=[O:19].[OH-].[Na+], predict the reaction product. (6) Given the reactants [NH:1]1[C:9]2[C:4](=[CH:5][CH:6]=[CH:7][CH:8]=2)[C:3]([CH:10]2[CH2:15][CH2:14][N:13]([C:16]([O:18][C:19]([CH3:22])([CH3:21])[CH3:20])=[O:17])[CH2:12][CH2:11]2)=[CH:2]1.[OH-].[Na+].[CH3:25][S:26](Cl)(=[O:28])=[O:27], predict the reaction product. The product is: [CH3:25][S:26]([N:1]1[C:9]2[C:4](=[CH:5][CH:6]=[CH:7][CH:8]=2)[C:3]([CH:10]2[CH2:15][CH2:14][N:13]([C:16]([O:18][C:19]([CH3:22])([CH3:21])[CH3:20])=[O:17])[CH2:12][CH2:11]2)=[CH:2]1)(=[O:28])=[O:27].